This data is from Forward reaction prediction with 1.9M reactions from USPTO patents (1976-2016). The task is: Predict the product of the given reaction. (1) Given the reactants [C:1]([O:5][C:6]([N:8]1[CH2:13][CH2:12][CH2:11][CH2:10][C@@H:9]1[C:14]([OH:16])=[O:15])=[O:7])([CH3:4])([CH3:3])[CH3:2].[C:17]([O-])([O-])=O.[K+].[K+].CI, predict the reaction product. The product is: [CH3:17][O:15][C:14]([C@H:9]1[CH2:10][CH2:11][CH2:12][CH2:13][N:8]1[C:6]([O:5][C:1]([CH3:4])([CH3:2])[CH3:3])=[O:7])=[O:16]. (2) Given the reactants [C:1]1([C:7]2[NH:11][N:10]=[C:9]([C:12]([NH:14][CH2:15][C:16]([OH:18])=O)=[O:13])[CH:8]=2)[CH:6]=[CH:5][CH:4]=[CH:3][CH:2]=1.CCN(C(C)C)C(C)C.C1C=CC2N(O)N=NC=2C=1.CCN=C=NCCCN(C)C.Cl.Cl.[F:51][C:52]1[CH:64]=[CH:63][C:62]([F:65])=[CH:61][C:53]=1[O:54][CH:55]1[CH2:60][CH2:59][NH:58][CH2:57][CH2:56]1, predict the reaction product. The product is: [F:51][C:52]1[CH:64]=[CH:63][C:62]([F:65])=[CH:61][C:53]=1[O:54][CH:55]1[CH2:56][CH2:57][N:58]([C:16](=[O:18])[CH2:15][NH:14][C:12]([C:9]2[CH:8]=[C:7]([C:1]3[CH:2]=[CH:3][CH:4]=[CH:5][CH:6]=3)[NH:11][N:10]=2)=[O:13])[CH2:59][CH2:60]1. (3) Given the reactants [CH2:1]([NH:6][C:7]([NH2:9])=[O:8])[CH2:2][CH2:3][CH2:4][CH3:5].[C:10]([CH2:12][C:13](O)=[O:14])#[N:11].C(OC(=O)C)(=O)C, predict the reaction product. The product is: [C:10]([CH2:12][C:13]([NH:9][C:7]([NH:6][CH2:1][CH2:2][CH2:3][CH2:4][CH3:5])=[O:8])=[O:14])#[N:11].